From a dataset of Catalyst prediction with 721,799 reactions and 888 catalyst types from USPTO. Predict which catalyst facilitates the given reaction. (1) Reactant: Cl.[O:2]1[CH:6]=[CH:5][N:4]=[C:3]1[C:7]([CH:9]1[CH2:14][CH2:13][NH:12][CH2:11][CH2:10]1)=[O:8].[CH:15]1[C:20]([CH:21]=O)=[CH:19][C:18]2[O:23][CH2:24][O:25][C:17]=2[CH:16]=1.[BH-](OC(C)=O)(OC(C)=O)OC(C)=O.[Na+].[OH-].[Na+]. Product: [O:25]1[C:17]2[CH:16]=[CH:15][C:20]([CH2:21][N:12]3[CH2:13][CH2:14][CH:9]([C:7]([C:3]4[O:2][CH:6]=[CH:5][N:4]=4)=[O:8])[CH2:10][CH2:11]3)=[CH:19][C:18]=2[O:23][CH2:24]1. The catalyst class is: 624. (2) Reactant: CN(C)[CH:3]=[CH:4][C:5]([C:7]1[S:11][C:10]([N:12]=CN(C)C)=[N:9][C:8]=1[CH3:17])=O.[CH3:19][O:20][C:21]1[CH:22]=[C:23]([NH:33][C:34]([NH2:36])=[NH:35])[CH:24]=[CH:25][C:26]=1[N:27]1[CH2:32][CH2:31][O:30][CH2:29][CH2:28]1. Product: [NH2:12][C:10]1[S:11][C:7]([C:5]2[CH:4]=[CH:3][N:36]=[C:34]([NH:33][C:23]3[CH:24]=[CH:25][C:26]([N:27]4[CH2:32][CH2:31][O:30][CH2:29][CH2:28]4)=[C:21]([O:20][CH3:19])[CH:22]=3)[N:35]=2)=[C:8]([CH3:17])[N:9]=1. The catalyst class is: 23. (3) Reactant: C(=O)([O-])[O-].[K+].[K+].[C:7]([O:11][C:12](=[O:33])[N:13]([CH2:23][CH2:24][O:25][C:26]1[CH:31]=[CH:30][CH:29]=[C:28]([Br:32])[CH:27]=1)[CH2:14][CH2:15][NH:16]C(=O)C(F)(F)F)([CH3:10])([CH3:9])[CH3:8]. Product: [C:7]([O:11][C:12](=[O:33])[N:13]([CH2:14][CH2:15][NH2:16])[CH2:23][CH2:24][O:25][C:26]1[CH:31]=[CH:30][CH:29]=[C:28]([Br:32])[CH:27]=1)([CH3:8])([CH3:10])[CH3:9]. The catalyst class is: 5. (4) Reactant: [Cl:1][C:2]1[N:7]=[C:6]([NH:8][C:9]2[CH:14]=[CH:13][C:12]([N:15]3[CH2:20][CH2:19][N:18]([CH:21]4[CH2:24][O:23][CH2:22]4)[CH2:17][CH2:16]3)=[CH:11][CH:10]=2)[N:5]=[C:4]([C:25]2[CH:26]=[C:27]([CH:42]=[C:43]([C:45]#[N:46])[CH:44]=2)[O:28][CH:29]2[CH2:34][CH2:33][N:32](C(OC(C)(C)C)=O)[CH2:31][CH2:30]2)[N:3]=1. Product: [Cl:1][C:2]1[N:7]=[C:6]([NH:8][C:9]2[CH:14]=[CH:13][C:12]([N:15]3[CH2:16][CH2:17][N:18]([CH:21]4[CH2:24][O:23][CH2:22]4)[CH2:19][CH2:20]3)=[CH:11][CH:10]=2)[N:5]=[C:4]([C:25]2[CH:44]=[C:43]([CH:42]=[C:27]([O:28][CH:29]3[CH2:30][CH2:31][NH:32][CH2:33][CH2:34]3)[CH:26]=2)[C:45]#[N:46])[N:3]=1. The catalyst class is: 157. (5) The catalyst class is: 2. Product: [CH3:1][C:2]([CH3:41])([CH3:40])[C:3]([C:5]1[C:13]2[C:8](=[N:9][CH:10]=[C:11]([C:14]3[C:22]4[C:17](=[CH:18][CH:19]=[CH:20][CH:21]=4)[N:16]([CH2:23][CH2:24][N:25]4[CH2:26][CH2:27][N:28]([CH3:31])[CH2:29][CH2:30]4)[CH:15]=3)[N:12]=2)[NH:7][CH:6]=1)=[O:4]. Reactant: [CH3:1][C:2]([CH3:41])([CH3:40])[C:3]([C:5]1[C:13]2[C:8](=[N:9][CH:10]=[C:11]([C:14]3[C:22]4[C:17](=[CH:18][CH:19]=[CH:20][CH:21]=4)[N:16]([CH2:23][CH2:24][N:25]4[CH2:30][CH2:29][N:28]([CH3:31])[CH2:27][CH2:26]4)[CH:15]=3)[N:12]=2)[N:7](COCC[Si](C)(C)C)[CH:6]=1)=[O:4]. (6) Product: [CH3:17][C:10](=[CH2:9])[C:11]([O:13][CH2:14][CH2:15][NH:16][S:34]([C:33]([F:39])([F:38])[F:32])(=[O:36])=[O:35])=[O:12]. Reactant: C(N(CC)CC)C.Cl.[CH3:9][C:10](=[CH2:17])[C:11]([O:13][CH2:14][CH2:15][NH2:16])=[O:12].C1C2NC3C(=CC=CC=3)SC=2C=CC=1.[F:32][C:33]([F:39])([F:38])[S:34](F)(=[O:36])=[O:35]. The catalyst class is: 10. (7) Reactant: [F:1][C:2]1[CH:3]=[C:4]([CH2:9][C@@H:10]([C:27]2[C:32]([C:33]3[CH:34]=[CH:35][C:36]([F:42])=[C:37]([CH:41]=3)[C:38]([NH2:40])=[O:39])=[CH:31][CH:30]=[CH:29][N:28]=2)[NH:11][C:12](=[O:26])[CH2:13][N:14]2[C:18]([C:19]([F:22])([F:21])[F:20])=[C:17]3[CH2:23][NH:24][CH2:25][C:16]3=[N:15]2)[CH:5]=[C:6]([F:8])[CH:7]=1.C=O.[C:45]([BH3-])#N.[Na+]. Product: [F:8][C:6]1[CH:5]=[C:4]([CH2:9][C@@H:10]([C:27]2[C:32]([C:33]3[CH:34]=[CH:35][C:36]([F:42])=[C:37]([CH:41]=3)[C:38]([NH2:40])=[O:39])=[CH:31][CH:30]=[CH:29][N:28]=2)[NH:11][C:12](=[O:26])[CH2:13][N:14]2[C:18]([C:19]([F:21])([F:22])[F:20])=[C:17]3[CH2:23][N:24]([CH3:45])[CH2:25][C:16]3=[N:15]2)[CH:3]=[C:2]([F:1])[CH:7]=1. The catalyst class is: 15. (8) Reactant: Cl.[F:2][C:3]1[CH:24]=[CH:23][CH:22]=[CH:21][C:4]=1[CH2:5][C:6]1([CH2:19][OH:20])[CH2:11][CH2:10][CH2:9][N:8](C(OC(C)(C)C)=O)[CH2:7]1. Product: [F:2][C:3]1[CH:24]=[CH:23][CH:22]=[CH:21][C:4]=1[CH2:5][C:6]1([CH2:19][OH:20])[CH2:11][CH2:10][CH2:9][NH:8][CH2:7]1. The catalyst class is: 12.